Dataset: Catalyst prediction with 721,799 reactions and 888 catalyst types from USPTO. Task: Predict which catalyst facilitates the given reaction. (1) Reactant: C1(P(C2C=CC=CC=2)C2C=CC3C(=CC=CC=3)C=2C2C3C(=CC=CC=3)C=CC=2P(C2C=CC=CC=2)C2C=CC=CC=2)C=CC=CC=1.C(=O)([O-])[O-].[Cs+].[Cs+].[CH2:53]([O:55][C:56](=[O:77])[CH:57]=[CH:58][C:59]1[CH:64]=[CH:63][C:62]([C:65]([CH3:68])([CH3:67])[CH3:66])=[CH:61][C:60]=1OS(C(F)(F)F)(=O)=O)[CH3:54].[CH3:78][N:79]1[CH2:84][CH2:83][NH:82][CH2:81][CH2:80]1. Product: [CH2:53]([O:55][C:56](=[O:77])[CH:57]=[CH:58][C:59]1[CH:64]=[CH:63][C:62]([C:65]([CH3:68])([CH3:67])[CH3:66])=[CH:61][C:60]=1[N:82]1[CH2:83][CH2:84][N:79]([CH3:78])[CH2:80][CH2:81]1)[CH3:54]. The catalyst class is: 164. (2) Reactant: [SH:1][CH2:2][C:3]([O:5]C)=[O:4].[OH-].[Na+].[Cl:9][CH2:10][CH2:11][N:12]([CH2:36][CH2:37][Cl:38])[P:13]([N:29]([CH2:33][CH2:34][Cl:35])[CH2:30][CH2:31][Cl:32])(=[O:28])[O:14][CH2:15][CH2:16]OS(C1C=CC(Br)=CC=1)(=O)=O.C1(C)C=CC=CC=1. Product: [Cl:35][CH2:34][CH2:33][N:29]([P:13]([N:12]([CH2:11][CH2:10][Cl:9])[CH2:36][CH2:37][Cl:38])([O:14][CH2:15][CH2:16][S:1][CH2:2][C:3]([OH:5])=[O:4])=[O:28])[CH2:30][CH2:31][Cl:32]. The catalyst class is: 5.